From a dataset of Forward reaction prediction with 1.9M reactions from USPTO patents (1976-2016). Predict the product of the given reaction. (1) Given the reactants [C:1]([O:5][C:6]([N:8]1[CH2:11][CH:10]([C:12]([OH:14])=[O:13])[CH2:9]1)=[O:7])([CH3:4])(C)C.Cl.[OH-].[Na+].ClC(OC[C:23]1[CH:28]=[CH:27]C=[CH:25][CH:24]=1)=O, predict the reaction product. The product is: [CH2:1]([O:5][C:6]([N:8]1[CH2:9][CH:10]([C:12]([OH:14])=[O:13])[CH2:11]1)=[O:7])[C:4]1[CH:27]=[CH:28][CH:23]=[CH:24][CH:25]=1. (2) Given the reactants [CH2:1]([NH:3][C@H:4]([C:12]1[CH:17]=[CH:16][CH:15]=[CH:14][CH:13]=1)[C:5]([O:7][C:8]([CH3:11])([CH3:10])[CH3:9])=[O:6])[CH3:2].[CH3:18][C:19]([CH3:21])=O.C(O)(=O)C.C([BH3-])#N.[Na+], predict the reaction product. The product is: [CH2:1]([N:3]([CH:19]([CH3:21])[CH3:18])[C@H:4]([C:12]1[CH:13]=[CH:14][CH:15]=[CH:16][CH:17]=1)[C:5]([O:7][C:8]([CH3:11])([CH3:9])[CH3:10])=[O:6])[CH3:2]. (3) Given the reactants Br[C:2]1[CH:7]=[C:6]([CH2:8][CH2:9][N:10]2[CH2:15][CH2:14][O:13][CH2:12][CH2:11]2)[CH:5]=[CH:4][C:3]=1[NH2:16].[C:17]1(B(O)O)[CH2:22][CH2:21][CH2:20][CH2:19][CH:18]=1, predict the reaction product. The product is: [C:17]1([C:2]2[CH:7]=[C:6]([CH2:8][CH2:9][N:10]3[CH2:15][CH2:14][O:13][CH2:12][CH2:11]3)[CH:5]=[CH:4][C:3]=2[NH2:16])[CH2:22][CH2:21][CH2:20][CH2:19][CH:18]=1.